This data is from HIV replication inhibition screening data with 41,000+ compounds from the AIDS Antiviral Screen. The task is: Binary Classification. Given a drug SMILES string, predict its activity (active/inactive) in a high-throughput screening assay against a specified biological target. (1) The molecule is CCOC(=O)c1c(-c2cc(OC)c(OC)c(OC)c2)csc1N. The result is 0 (inactive). (2) The compound is O=C1c2cc(Cl)ccc2-n2cnnc2C2CSCN12. The result is 0 (inactive). (3) The compound is CCP(=O)(CC)C(Cl)(Cl)C(O)C(C)(C)C. The result is 0 (inactive).